From a dataset of NCI-60 drug combinations with 297,098 pairs across 59 cell lines. Regression. Given two drug SMILES strings and cell line genomic features, predict the synergy score measuring deviation from expected non-interaction effect. (1) Drug 1: CS(=O)(=O)C1=CC(=C(C=C1)C(=O)NC2=CC(=C(C=C2)Cl)C3=CC=CC=N3)Cl. Drug 2: CC(C)NC(=O)C1=CC=C(C=C1)CNNC.Cl. Cell line: SF-539. Synergy scores: CSS=-0.631, Synergy_ZIP=-1.60, Synergy_Bliss=-5.11, Synergy_Loewe=-7.23, Synergy_HSA=-5.39. (2) Cell line: A498. Drug 2: CN1C2=C(C=C(C=C2)N(CCCl)CCCl)N=C1CCCC(=O)O.Cl. Synergy scores: CSS=6.82, Synergy_ZIP=-1.78, Synergy_Bliss=-1.18, Synergy_Loewe=-7.19, Synergy_HSA=-3.32. Drug 1: C1CN1P(=S)(N2CC2)N3CC3. (3) Synergy scores: CSS=2.31, Synergy_ZIP=-1.21, Synergy_Bliss=-2.31, Synergy_Loewe=-8.47, Synergy_HSA=-4.33. Drug 2: CC1=CC=C(C=C1)C2=CC(=NN2C3=CC=C(C=C3)S(=O)(=O)N)C(F)(F)F. Cell line: EKVX. Drug 1: CN(C)C1=NC(=NC(=N1)N(C)C)N(C)C. (4) Drug 1: CC(C1=C(C=CC(=C1Cl)F)Cl)OC2=C(N=CC(=C2)C3=CN(N=C3)C4CCNCC4)N. Drug 2: CC1C(C(CC(O1)OC2CC(CC3=C2C(=C4C(=C3O)C(=O)C5=C(C4=O)C(=CC=C5)OC)O)(C(=O)C)O)N)O.Cl. Cell line: MDA-MB-231. Synergy scores: CSS=14.5, Synergy_ZIP=-1.83, Synergy_Bliss=6.64, Synergy_Loewe=-0.122, Synergy_HSA=6.92. (5) Synergy scores: CSS=31.8, Synergy_ZIP=-10.4, Synergy_Bliss=0.468, Synergy_Loewe=-22.8, Synergy_HSA=4.27. Drug 2: CCN(CC)CCCC(C)NC1=C2C=C(C=CC2=NC3=C1C=CC(=C3)Cl)OC. Cell line: NCIH23. Drug 1: C1CCC(CC1)NC(=O)N(CCCl)N=O. (6) Drug 1: C1CCN(CC1)CCOC2=CC=C(C=C2)C(=O)C3=C(SC4=C3C=CC(=C4)O)C5=CC=C(C=C5)O. Drug 2: CC(C)(C#N)C1=CC(=CC(=C1)CN2C=NC=N2)C(C)(C)C#N. Cell line: SK-OV-3. Synergy scores: CSS=-3.95, Synergy_ZIP=2.12, Synergy_Bliss=2.38, Synergy_Loewe=-4.65, Synergy_HSA=-2.59. (7) Synergy scores: CSS=58.3, Synergy_ZIP=6.63, Synergy_Bliss=8.01, Synergy_Loewe=-4.72, Synergy_HSA=7.14. Drug 1: CS(=O)(=O)CCNCC1=CC=C(O1)C2=CC3=C(C=C2)N=CN=C3NC4=CC(=C(C=C4)OCC5=CC(=CC=C5)F)Cl. Drug 2: CCCCC(=O)OCC(=O)C1(CC(C2=C(C1)C(=C3C(=C2O)C(=O)C4=C(C3=O)C=CC=C4OC)O)OC5CC(C(C(O5)C)O)NC(=O)C(F)(F)F)O. Cell line: RPMI-8226.